This data is from Full USPTO retrosynthesis dataset with 1.9M reactions from patents (1976-2016). The task is: Predict the reactants needed to synthesize the given product. (1) The reactants are: [N:1]1([CH2:6][C:7]2[CH:14]=[CH:13][C:10]([C:11]#[N:12])=[CH:9][CH:8]=2)[CH:5]=[CH:4][CH:3]=[N:2]1.CCO.[NH2:18][OH:19]. Given the product [OH:19][N:18]=[C:11]([C:10]1[CH:9]=[CH:8][C:7]([CH2:6][N:1]2[CH:5]=[CH:4][CH:3]=[N:2]2)=[CH:14][CH:13]=1)[NH2:12], predict the reactants needed to synthesize it. (2) Given the product [C:1]([O:5][C:6]([C:8]1[C:12]([CH3:13])=[C:11]([C:14](=[O:24])[NH:15][CH2:16][C:17]2[CH:18]=[CH:19][CH:20]=[CH:21][CH:22]=2)[S:10][C:9]=1[NH:25][C:26]([NH:28][CH2:29][CH2:30][CH2:31][CH2:32][CH2:33][CH2:34][CH2:35][CH3:36])=[O:27])=[O:7])([CH3:2])([CH3:3])[CH3:4], predict the reactants needed to synthesize it. The reactants are: [C:1]([O:5][C:6]([C:8]1[C:12]([CH3:13])=[C:11]([C:14](=[O:24])[NH:15][CH2:16][CH2:17][CH2:18][CH2:19][CH2:20][CH2:21][CH2:22]C)[S:10][C:9]=1[NH:25][C:26]([NH:28][CH2:29][CH2:30][CH2:31][CH2:32][CH2:33][CH2:34][CH2:35][CH3:36])=[O:27])=[O:7])([CH3:4])([CH3:3])[CH3:2].C(N)C1C=CC=CC=1.C(Cl)(Cl)Cl. (3) Given the product [CH3:1][S:2]([O-:5])(=[O:4])=[O:3].[Cl:46][C:15]1[CH:14]=[C:13]([S:10]([NH:9][CH2:8][CH2:7][CH2:6][N+:50]2[CH:51]=[CH:52][N:48]([CH3:47])[CH:49]=2)(=[O:11])=[O:12])[CH:18]=[C:17]([F:19])[C:16]=1[CH2:20][S:21][C:22]1[N:23]([C:39]2[CH:40]=[CH:41][C:42]([F:45])=[CH:43][CH:44]=2)[C:24]([C:27]([C:30]2[CH:35]=[CH:34][C:33]([F:36])=[C:32]([O:37][CH3:38])[CH:31]=2)([CH3:29])[CH3:28])=[CH:25][N:26]=1, predict the reactants needed to synthesize it. The reactants are: [CH3:1][S:2]([O:5][CH2:6][CH2:7][CH2:8][NH:9][S:10]([C:13]1[CH:18]=[C:17]([F:19])[C:16]([CH2:20][S:21][C:22]2[N:23]([C:39]3[CH:44]=[CH:43][C:42]([F:45])=[CH:41][CH:40]=3)[C:24]([C:27]([C:30]3[CH:35]=[CH:34][C:33]([F:36])=[C:32]([O:37][CH3:38])[CH:31]=3)([CH3:29])[CH3:28])=[CH:25][N:26]=2)=[C:15]([Cl:46])[CH:14]=1)(=[O:12])=[O:11])(=[O:4])=[O:3].[CH3:47][N:48]1[CH:52]=[CH:51][N:50]=[CH:49]1. (4) Given the product [C:51]([C:53]1([C:59]2[CH:64]=[CH:63][CH:62]=[CH:61][CH:60]=2)[CH2:54][CH2:55][N:56]([C:31]([NH:1][C:2]2[CH:3]=[CH:4][C:5]([CH2:6][C@@H:7]([C:26]([OH:28])=[O:27])[NH2:8])=[CH:29][CH:30]=2)=[O:32])[CH2:57][CH2:58]1)#[N:52], predict the reactants needed to synthesize it. The reactants are: [NH2:1][C:2]1[CH:30]=[CH:29][C:5]([CH2:6][C@@H:7]([C:26]([OH:28])=[O:27])[NH:8]C(OCC2C3C=CC=CC=3C3C2=CC=CC=3)=O)=[CH:4][CH:3]=1.[C:31](C1NC=CN=1)(C1NC=CN=1)=[O:32].C(N(CC)CC)C.Cl.[C:51]([C:53]1([C:59]2[CH:64]=[CH:63][CH:62]=[CH:61][CH:60]=2)[CH2:58][CH2:57][NH:56][CH2:55][CH2:54]1)#[N:52]. (5) Given the product [CH2:38]([NH:40][C:41](=[O:42])[O:30][CH:28]1[CH2:27][N:26]([S:23]([C:21]2[CH:20]=[CH:19][C:8]3[N:9]([CH2:10][CH:11]4[CH2:16][CH2:15][C:14]([F:17])([F:18])[CH2:13][CH2:12]4)[C:5]([C:1]([CH3:4])([CH3:2])[CH3:3])=[N:6][C:7]=3[CH:22]=2)(=[O:25])=[O:24])[CH2:29]1)[CH3:39], predict the reactants needed to synthesize it. The reactants are: [C:1]([C:5]1[N:9]([CH2:10][CH:11]2[CH2:16][CH2:15][C:14]([F:18])([F:17])[CH2:13][CH2:12]2)[C:8]2[CH:19]=[CH:20][C:21]([S:23]([N:26]3[CH2:29][CH:28]([OH:30])[CH2:27]3)(=[O:25])=[O:24])=[CH:22][C:7]=2[N:6]=1)([CH3:4])([CH3:3])[CH3:2].C(N(CC)CC)C.[CH2:38]([N:40]=[C:41]=[O:42])[CH3:39]. (6) The reactants are: FC(F)(F)S(O[C@@H:7]1[C:11]([CH3:13])([CH3:12])[CH2:10][O:9][C:8]1=[O:14])(=O)=O.[N-:17]=[N+:18]=[N-:19].C([N+](CCCC)(CCCC)CCCC)CCC. Given the product [N:17]([C@H:7]1[C:11]([CH3:13])([CH3:12])[CH2:10][O:9][C:8]1=[O:14])=[N+:18]=[N-:19], predict the reactants needed to synthesize it.